Dataset: Forward reaction prediction with 1.9M reactions from USPTO patents (1976-2016). Task: Predict the product of the given reaction. (1) Given the reactants [Br:1][C:2]1[CH:7]=[CH:6][C:5]([CH:8]2[CH2:12][CH2:11][CH:10]([C:13]3[CH:18]=[CH:17][C:16]([Br:19])=[CH:15][CH:14]=3)[N:9]2[C:20]2[CH:25]=[CH:24][C:23](I)=[CH:22][CH:21]=2)=[CH:4][CH:3]=1.CC1(C)C(C)(C)OB([C:35]2[CH:36]=[CH:37][C:38]([N:41]3[CH2:46][CH2:45][O:44][CH2:43][CH2:42]3)=[N:39][CH:40]=2)O1.P([O-])([O-])([O-])=O.[K+].[K+].[K+].O, predict the reaction product. The product is: [Br:1][C:2]1[CH:7]=[CH:6][C:5]([CH:8]2[CH2:12][CH2:11][CH:10]([C:13]3[CH:18]=[CH:17][C:16]([Br:19])=[CH:15][CH:14]=3)[N:9]2[C:20]2[CH:25]=[CH:24][C:23]([C:35]3[CH:36]=[CH:37][C:38]([N:41]4[CH2:42][CH2:43][O:44][CH2:45][CH2:46]4)=[N:39][CH:40]=3)=[CH:22][CH:21]=2)=[CH:4][CH:3]=1. (2) Given the reactants Br[C:2]1[CH:7]=[CH:6][C:5]([CH2:8][C:9]([OH:11])=[O:10])=[C:4]([F:12])[CH:3]=1.[CH3:13][C:14]1([CH3:30])[C:18]([CH3:20])([CH3:19])[O:17][B:16]([B:16]2[O:17][C:18]([CH3:20])([CH3:19])[C:14]([CH3:30])([CH3:13])[O:15]2)[O:15]1.C([O-])(=O)C.[K+].Cl, predict the reaction product. The product is: [F:12][C:4]1[CH:3]=[C:2]([B:16]2[O:17][C:18]([CH3:20])([CH3:19])[C:14]([CH3:30])([CH3:13])[O:15]2)[CH:7]=[CH:6][C:5]=1[CH2:8][C:9]([OH:11])=[O:10]. (3) Given the reactants [C:9](O[C:9]([O:11][C:12]([CH3:15])([CH3:14])[CH3:13])=[O:10])([O:11][C:12]([CH3:15])([CH3:14])[CH3:13])=[O:10].CCN(CC)CC.[CH:23]1([C:29]2[C:30]3[CH:31]=[CH:32][C:33]([C:53]([O:55][CH3:56])=[O:54])=[CH:34][C:35]=3[N:36]3[CH2:42][CH:41]([CH2:43][CH2:44][NH:45][CH3:46])[CH2:40][C:39]4[CH:47]=[C:48]([O:51][CH3:52])[CH:49]=[CH:50][C:38]=4[C:37]=23)[CH2:28][CH2:27][CH2:26][CH2:25][CH2:24]1, predict the reaction product. The product is: [C:12]([O:11][C:9]([N:45]([CH3:46])[CH2:44][CH2:43][CH:41]1[CH2:40][C:39]2[CH:47]=[C:48]([O:51][CH3:52])[CH:49]=[CH:50][C:38]=2[C:37]2=[C:29]([CH:23]3[CH2:24][CH2:25][CH2:26][CH2:27][CH2:28]3)[C:30]3[CH:31]=[CH:32][C:33]([C:53]([O:55][CH3:56])=[O:54])=[CH:34][C:35]=3[N:36]2[CH2:42]1)=[O:10])([CH3:13])([CH3:14])[CH3:15]. (4) Given the reactants [C:1]([CH2:3][C:4]([OH:6])=O)#[N:2].[NH2:7][C:8]([O:10][CH2:11][CH3:12])=[O:9].C1(C)C=CC=CC=1.P(Cl)(Cl)(Cl)=O, predict the reaction product. The product is: [C:1]([CH2:3][C:4]([NH:7][C:8]([O:10][CH2:11][CH3:12])=[O:9])=[O:6])#[N:2].